From a dataset of Full USPTO retrosynthesis dataset with 1.9M reactions from patents (1976-2016). Predict the reactants needed to synthesize the given product. (1) Given the product [CH2:26]([O:17][C:15](=[O:16])[C@@H:14]([OH:18])[C@@H:13]([NH2:12])[CH2:19][C:20]1[CH:21]=[CH:22][CH:23]=[CH:24][CH:25]=1)[CH3:27], predict the reactants needed to synthesize it. The reactants are: O=S(Cl)Cl.C(OC([NH:12][C@@H:13]([CH2:19][C:20]1[CH:25]=[CH:24][CH:23]=[CH:22][CH:21]=1)[C@H:14]([OH:18])[C:15]([OH:17])=[O:16])=O)(C)(C)C.[CH2:26](O)[CH3:27]. (2) Given the product [SH:27][C:23]1[CH:24]=[C:25]2[C:20](=[CH:21][CH:22]=1)[CH2:19][C@:3]1([C:4]3[C:5](=[N:6][CH:7]=[CH:8][CH:9]=3)[N:10]([CH2:11][O:12][CH2:13][CH2:14][Si:15]([CH3:16])([CH3:17])[CH3:18])[C:2]1=[O:1])[CH2:26]2, predict the reactants needed to synthesize it. The reactants are: [O:1]=[C:2]1[N:10]([CH2:11][O:12][CH2:13][CH2:14][Si:15]([CH3:18])([CH3:17])[CH3:16])[C:5]2=[N:6][CH:7]=[CH:8][CH:9]=[C:4]2[C@:3]21[CH2:26][C:25]1[C:20](=[CH:21][CH:22]=[C:23]([SH-:27]C(=S)OCC)[CH:24]=1)[CH2:19]2.[OH-].[Na+].O. (3) Given the product [NH2:1][C:4]1[CH:5]=[C:6]([CH2:10][CH2:11][CH2:12][NH:22][C:24](=[O:25])[C:27]([F:34])([F:33])[F:26])[CH:7]=[CH:8][CH:9]=1, predict the reactants needed to synthesize it. The reactants are: [N+:1]([C:4]1[CH:5]=[C:6]([CH:10]=[CH:11][C:12](O)=O)[CH:7]=[CH:8][CH:9]=1)([O-])=O.C(Cl)(=O)C(Cl)=O.C[N:22]([CH:24]=[O:25])C.[F:26][C:27]([F:34])([F:33])C(OCC)=O.